Dataset: Catalyst prediction with 721,799 reactions and 888 catalyst types from USPTO. Task: Predict which catalyst facilitates the given reaction. (1) Reactant: [NH2:1][C:2]1[N:3]([CH3:24])[C:4](=[O:23])[C:5]2([C:15]3[C:10](=[CH:11][CH:12]=[C:13](Br)[CH:14]=3)[O:9][CH:8]([C:17]3[CH:22]=[CH:21][CH:20]=[CH:19][CH:18]=3)[CH2:7]2)[N:6]=1.[C:25]([NH:28][CH2:29][C:30]1[CH:31]=[C:32](B(O)O)[CH:33]=[CH:34][CH:35]=1)(=[O:27])[CH3:26]. Product: [NH2:1][C:2]1[N:3]([CH3:24])[C:4](=[O:23])[C:5]2([C:15]3[C:10](=[CH:11][CH:12]=[C:13]([C:34]4[CH:35]=[C:30]([CH:31]=[CH:32][CH:33]=4)[CH2:29][NH:28][C:25](=[O:27])[CH3:26])[CH:14]=3)[O:9][CH:8]([C:17]3[CH:22]=[CH:21][CH:20]=[CH:19][CH:18]=3)[CH2:7]2)[N:6]=1. The catalyst class is: 806. (2) Reactant: I[C:2]1[C:3]2[O:10][C:9]([C:11]3[CH:12]=[C:13]([NH2:19])[C:14]([O:17][CH3:18])=[N:15][CH:16]=3)=[CH:8][C:4]=2[CH:5]=[N:6][CH:7]=1.[CH3:20][C:21]1[CH:22]=[C:23](B(O)O)[CH:24]=[C:25]([CH3:29])[C:26]=1[O:27][CH3:28].C(=O)([O-])[O-].[Na+].[Na+]. Product: [CH3:18][O:17][C:14]1[C:13]([NH2:19])=[CH:12][C:11]([C:9]2[O:10][C:3]3[C:2]([C:23]4[CH:24]=[C:25]([CH3:29])[C:26]([O:27][CH3:28])=[C:21]([CH3:20])[CH:22]=4)=[CH:7][N:6]=[CH:5][C:4]=3[CH:8]=2)=[CH:16][N:15]=1. The catalyst class is: 460. (3) Reactant: [NH2:1][CH2:2][C@@H:3]1[C@H:7]([OH:8])[CH2:6][N:5]([CH2:9][CH2:10][N:11]2[C:20]3[C:15](=[CH:16][CH:17]=[C:18]([O:21][CH3:22])[CH:19]=3)[CH:14]=[CH:13][C:12]2=[O:23])[CH2:4]1.[Cl:24][C:25]1[C:34]([CH:35]=O)=[N:33][C:32]2[NH:31][C:30](=[O:37])[CH2:29][O:28][C:27]=2[CH:26]=1.C(=O)([O-])[O-].[Na+].[Na+].C(O[BH-](OC(=O)C)OC(=O)C)(=O)C.[Na+]. Product: [ClH:24].[ClH:24].[Cl:24][C:25]1[C:34]([CH2:35][NH:1][CH2:2][C@@H:3]2[C@H:7]([OH:8])[CH2:6][N:5]([CH2:9][CH2:10][N:11]3[C:20]4[C:15](=[CH:16][CH:17]=[C:18]([O:21][CH3:22])[CH:19]=4)[CH:14]=[CH:13][C:12]3=[O:23])[CH2:4]2)=[N:33][C:32]2[NH:31][C:30](=[O:37])[CH2:29][O:28][C:27]=2[CH:26]=1. The catalyst class is: 61. (4) Reactant: [F:1][C:2]1[CH:7]=[C:6]([N+:8]([O-:10])=[O:9])[CH:5]=[CH:4][C:3]=1[C:11](=[CH2:19])[C:12]([O:14][C:15]([CH3:18])([CH3:17])[CH3:16])=[O:13].[I-].[CH3:21][S+](C)(C)=O.CC(C)([O-])C.[K+].Cl. Product: [F:1][C:2]1[CH:7]=[C:6]([N+:8]([O-:10])=[O:9])[CH:5]=[CH:4][C:3]=1[C:11]1([C:12]([O:14][C:15]([CH3:16])([CH3:18])[CH3:17])=[O:13])[CH2:21][CH2:19]1. The catalyst class is: 16. (5) Reactant: [Cl:1][C:2]1[CH:7]=[CH:6][CH:5]=[CH:4][C:3]=1[C:8]1[C:12]([CH2:13][N:14]2[CH2:19][CH2:18][N:17](C(OC(C)(C)C)=O)[CH2:16][CH2:15]2)=[CH:11][N:10]([CH3:27])[N:9]=1.FC(F)(F)C(O)=O. Product: [Cl:1][C:2]1[CH:7]=[CH:6][CH:5]=[CH:4][C:3]=1[C:8]1[C:12]([CH2:13][N:14]2[CH2:15][CH2:16][NH:17][CH2:18][CH2:19]2)=[CH:11][N:10]([CH3:27])[N:9]=1. The catalyst class is: 4. (6) Reactant: [CH3:1][C:2]([CH3:7])([CH3:6])[CH2:3][CH2:4][NH2:5].[C:8]([N:12]1[CH2:17][CH2:16][N:15]([C:18]2[C:25]([F:26])=[CH:24][C:23]([F:27])=[CH:22][C:19]=2[CH:20]=O)[CH2:14][CH2:13]1)([CH3:11])([CH3:10])[CH3:9].[SH:28][C@@H:29]([CH2:33][C:34]([OH:36])=[O:35])[C:30](O)=[O:31]. Product: [C:8]([N:12]1[CH2:13][CH2:14][N:15]([C:18]2[C:25]([F:26])=[CH:24][C:23]([F:27])=[CH:22][C:19]=2[CH:20]2[N:5]([CH2:4][CH2:3][C:2]([CH3:7])([CH3:6])[CH3:1])[C:30](=[O:31])[C@H:29]([CH2:33][C:34]([OH:36])=[O:35])[S:28]2)[CH2:16][CH2:17]1)([CH3:11])([CH3:10])[CH3:9]. The catalyst class is: 11.